Dataset: Forward reaction prediction with 1.9M reactions from USPTO patents (1976-2016). Task: Predict the product of the given reaction. (1) Given the reactants Br[C:2]1[S:10][C:9]2[C:8](=[O:11])[N:7]([CH:12]3[CH2:17][CH2:16][N:15]([C:18]([O:20][C:21]([CH3:24])([CH3:23])[CH3:22])=[O:19])[CH2:14][CH2:13]3)[C:6](=[O:25])[N:5]([CH2:26][C:27]3[N:28]=[N:29][N:30]([CH2:32][CH3:33])[N:31]=3)[C:4]=2[CH:3]=1.[F:34][C:35]1[CH:40]=[CH:39][C:38](B(O)O)=[CH:37][CH:36]=1.C(=O)([O-])[O-].[Cs+].[Cs+], predict the reaction product. The product is: [CH2:32]([N:30]1[N:29]=[N:28][C:27]([CH2:26][N:5]2[C:4]3[CH:3]=[C:2]([C:38]4[CH:39]=[CH:40][C:35]([F:34])=[CH:36][CH:37]=4)[S:10][C:9]=3[C:8](=[O:11])[N:7]([CH:12]3[CH2:13][CH2:14][N:15]([C:18]([O:20][C:21]([CH3:23])([CH3:24])[CH3:22])=[O:19])[CH2:16][CH2:17]3)[C:6]2=[O:25])=[N:31]1)[CH3:33]. (2) Given the reactants [Cl:1][C:2]1[CH:7]=[C:6]([NH:8][CH2:9][C:10]2[O:11][CH:12]=[CH:13][CH:14]=2)[C:5]([C:15]([O:17]CC(Cl)(Cl)Cl)=[O:16])=[CH:4][C:3]=1[S:23]([NH:26][CH2:27][O:28][C:29](=[O:54])[CH2:30][CH2:31][CH2:32][CH2:33][C:34]([O:36][CH2:37][N:38]([C:50]([CH3:53])([CH3:52])[CH3:51])[CH:39]([CH3:49])[C:40]([C:42]1[CH:47]=[CH:46][CH:45]=[C:44]([Cl:48])[CH:43]=1)=[O:41])=[O:35])(=[O:25])=[O:24], predict the reaction product. The product is: [C:15]([C:5]1[C:6]([NH:8][CH2:9][C:10]2[O:11][CH:12]=[CH:13][CH:14]=2)=[CH:7][C:2]([Cl:1])=[C:3]([S:23]([NH:26][CH2:27][O:28][C:29](=[O:54])[CH2:30][CH2:31][CH2:32][CH2:33][C:34]([O:36][CH2:37][N:38]([C:50]([CH3:51])([CH3:53])[CH3:52])[CH:39]([CH3:49])[C:40]([C:42]2[CH:47]=[CH:46][CH:45]=[C:44]([Cl:48])[CH:43]=2)=[O:41])=[O:35])(=[O:24])=[O:25])[CH:4]=1)([OH:17])=[O:16].